This data is from Reaction yield outcomes from USPTO patents with 853,638 reactions. The task is: Predict the reaction yield, written as a fraction of the theoretical maximum amount of product (1.0 means a 100% yield; for example, 0.34 means a 34% yield). (1) The reactants are [F:1][C:2]1[CH:3]=[C:4]([CH:15]=[CH:16][CH:17]=1)[CH2:5][O:6][C:7]1[CH:14]=[CH:13][C:10]([CH2:11][NH2:12])=[CH:9][CH:8]=1.[S:18]1[C:22]2[CH:23]=[C:24]([C:27](O)=[O:28])[CH:25]=[CH:26][C:21]=2[N:20]=[CH:19]1.F[P-](F)(F)(F)(F)F.N1(O[P+](N(C)C)(N(C)C)N(C)C)C2C=CC=CC=2N=N1.C(N(CC)CC)C. The catalyst is O1CCCC1.O.C(OCC)(=O)C. The product is [F:1][C:2]1[CH:3]=[C:4]([CH:15]=[CH:16][CH:17]=1)[CH2:5][O:6][C:7]1[CH:14]=[CH:13][C:10]([CH2:11][NH:12][C:27]([C:24]2[CH:25]=[CH:26][C:21]3[N:20]=[CH:19][S:18][C:22]=3[CH:23]=2)=[O:28])=[CH:9][CH:8]=1. The yield is 0.680. (2) The reactants are [F:1][C:2]1[CH:7]=[CH:6][CH:5]=[CH:4][C:3]=1[CH:8]1[CH2:10][O:9]1.[OH:11][C:12]1[CH:19]=[CH:18][C:15]([CH:16]=[O:17])=[CH:14][CH:13]=1.[OH-].[Na+]. The catalyst is C1(C)C=CC=CC=1. The product is [F:1][C:2]1[CH:7]=[CH:6][CH:5]=[CH:4][C:3]=1[CH:8]([OH:9])[CH2:10][O:11][C:12]1[CH:19]=[CH:18][C:15]([CH:16]=[O:17])=[CH:14][CH:13]=1. The yield is 0.110. (3) The reactants are C([O:4][C:5]1[CH:12]=[CH:11][C:8]([C:9]#[N:10])=[CH:7][CH:6]=1)(=O)C.[C:13](OC)(=[O:21])[C:14]1[C:15](=[CH:17][CH:18]=[CH:19][CH:20]=1)[SH:16].C(N(CC)CC)C. The catalyst is C1(C)C=CC=CC=1. The product is [OH:4][C:5]1[CH:6]=[CH:7][C:8]([C:9]2[S:16][C:15]3[CH:17]=[CH:18][CH:19]=[CH:20][C:14]=3[C:13](=[O:21])[N:10]=2)=[CH:11][CH:12]=1. The yield is 0.160. (4) The product is [N:20]([CH:2]1[CH:8]([OH:9])[CH2:7][CH2:6][CH2:5][N:4]([C:10]([O:12][CH2:13][C:14]2[CH:19]=[CH:18][CH:17]=[CH:16][CH:15]=2)=[O:11])[CH2:3]1)=[N+:21]=[N-:22]. The reactants are Br[CH:2]1[CH:8]([OH:9])[CH2:7][CH2:6][CH2:5][N:4]([C:10]([O:12][CH2:13][C:14]2[CH:19]=[CH:18][CH:17]=[CH:16][CH:15]=2)=[O:11])[CH2:3]1.[N-:20]=[N+:21]=[N-:22].[Na+].O. The yield is 0.260. The catalyst is CN(C=O)C. (5) The reactants are [C:1]([N:8]1[CH2:12][CH2:11][CH:10]([OH:13])[CH2:9]1)([O:3][C:4]([CH3:7])([CH3:6])[CH3:5])=[O:2].CCN(CC)CC.[CH3:21][S:22](Cl)(=[O:24])=[O:23]. The yield is 0.920. The catalyst is C(Cl)Cl. The product is [C:1]([N:8]1[CH2:12][CH2:11][CH:10]([O:13][S:22]([CH3:21])(=[O:24])=[O:23])[CH2:9]1)([O:3][C:4]([CH3:7])([CH3:6])[CH3:5])=[O:2]. (6) The reactants are [NH:1]1[CH2:6][CH2:5][O:4][CH2:3][CH2:2]1.C[Al](C)C.[F:11][C:12]1[CH:17]=[CH:16][CH:15]=[C:14]([F:18])[C:13]=1[N:19]1[C:24]2[N:25]=[C:26]([NH:37][CH2:38][C:39](OC)=[O:40])[N:27]=[C:28]([C:29]3[CH:34]=[CH:33][C:32]([F:35])=[CH:31][C:30]=3[CH3:36])[C:23]=2[CH:22]=[CH:21][C:20]1=[O:43]. The catalyst is ClCCl.CCOC(C)=O. The product is [F:11][C:12]1[CH:17]=[CH:16][CH:15]=[C:14]([F:18])[C:13]=1[N:19]1[C:24]2[N:25]=[C:26]([NH:37][CH2:38][C:39]([N:1]3[CH2:6][CH2:5][O:4][CH2:3][CH2:2]3)=[O:40])[N:27]=[C:28]([C:29]3[CH:34]=[CH:33][C:32]([F:35])=[CH:31][C:30]=3[CH3:36])[C:23]=2[CH:22]=[CH:21][C:20]1=[O:43]. The yield is 0.310. (7) The reactants are [C:1]([N:4]1[C:13]2[C:8](=[CH:9][CH:10]=[CH:11][CH:12]=2)[C:7](=O)[CH2:6][CH:5]1[CH3:15])(=[O:3])[CH3:2].[CH:16]([O:19][C:20]1[CH:26]=[CH:25][C:23]([NH2:24])=[CH:22][CH:21]=1)([CH3:18])[CH3:17].[ClH:27]. No catalyst specified. The product is [ClH:27].[C:1]([N:4]1[C:13]2[C:8](=[CH:9][CH:10]=[CH:11][CH:12]=2)[C@H:7]([NH:24][C:23]2[CH:22]=[CH:21][C:20]([O:19][CH:16]([CH3:18])[CH3:17])=[CH:26][CH:25]=2)[CH2:6][C@@H:5]1[CH3:15])(=[O:3])[CH3:2]. The yield is 0.470.